Predict which catalyst facilitates the given reaction. From a dataset of Catalyst prediction with 721,799 reactions and 888 catalyst types from USPTO. (1) Reactant: Cl.[CH3:2][C:3]1[CH:15]=[C:14]([N+:16]([O-])=O)[C:13]2[C:12]3[C:7](=[CH:8][C:9]([CH3:19])=[CH:10][CH:11]=3)[C:6]([CH3:21])([CH3:20])[C:5]=2[CH:4]=1.[Sn].[OH-].[Na+]. Product: [CH3:2][C:3]1[CH:15]=[C:14]([NH2:16])[C:13]2[C:12]3[C:7](=[CH:8][C:9]([CH3:19])=[CH:10][CH:11]=3)[C:6]([CH3:21])([CH3:20])[C:5]=2[CH:4]=1. The catalyst class is: 8. (2) Reactant: P(Br)(Br)([Br:3])=O.[CH3:6][O:7][C:8]1[CH:9]=[C:10]2[C:15](=[CH:16][C:17]=1[O:18][CH3:19])[N:14]=[N:13][CH:12]=[C:11]2O.CC([O-])=O.[Na+]. Product: [Br:3][C:11]1[C:10]2[C:15](=[CH:16][C:17]([O:18][CH3:19])=[C:8]([O:7][CH3:6])[CH:9]=2)[N:14]=[N:13][CH:12]=1. The catalyst class is: 22. (3) Reactant: [C:1]([C:3]1[CH:25]=[CH:24][CH:23]=[C:22]([CH2:26][OH:27])[C:4]=1[CH2:5][N:6]1[C:14]2[C:9](=[CH:10][CH:11]=[C:12]([C:15]([F:20])([F:19])[C:16]([OH:18])=[O:17])[CH:13]=2)[C:8]([CH3:21])=[N:7]1)#[N:2].[OH-].[K+:29]. Product: [C:1]([C:3]1[CH:25]=[CH:24][CH:23]=[C:22]([CH2:26][OH:27])[C:4]=1[CH2:5][N:6]1[C:14]2[C:9](=[CH:10][CH:11]=[C:12]([C:15]([F:20])([F:19])[C:16]([O-:18])=[O:17])[CH:13]=2)[C:8]([CH3:21])=[N:7]1)#[N:2].[K+:29]. The catalyst class is: 8. (4) Reactant: Cl.C1(C2C=CC=CC=2)[CH:7]=[CH:6][C:5]([CH2:8][N:9]2[C:14](=[O:15])[C:13]([C:16]([NH:18][CH2:19][C:20]([O:22]C(C)(C)C)=[O:21])=[O:17])=[C:12]([OH:27])[C:11]3[CH2:28][NH:29][CH2:30][C:10]2=3)=[CH:4][CH:3]=1.[Cl:37][C:38]1[CH:45]=[CH:44][C:41]([CH2:42]Br)=[CH:40][CH:39]=1.[C:46]([OH:52])([C:48]([F:51])([F:50])[F:49])=[O:47]. Product: [F:49][C:48]([F:51])([F:50])[C:46]([O-:52])=[O:47].[Cl:37][C:38]1[CH:45]=[CH:44][C:41]([CH2:42][NH+:29]2[CH2:28][C:11]3[C:12]([OH:27])=[C:13]([C:16]([NH:18][CH2:19][C:20]([OH:22])=[O:21])=[O:17])[C:14](=[O:15])[N:9]([CH2:8][C:5]4[CH:6]=[CH:7][C:46]([C:48]([F:51])([F:50])[F:49])=[CH:3][CH:4]=4)[C:10]=3[CH2:30]2)=[CH:40][CH:39]=1. The catalyst class is: 2. (5) Reactant: [CH3:1][OH:2].[H-].[Na+].Cl[C:6]1[CH:11]=[C:10]([NH2:12])[CH:9]=[CH:8][N:7]=1. Product: [CH3:1][O:2][C:6]1[CH:11]=[C:10]([NH2:12])[CH:9]=[CH:8][N:7]=1. The catalyst class is: 6. (6) Reactant: [Br:1][C:2]1[CH:3]=[C:4]([NH:10]C(=O)C)[CH:5]=[CH:6][C:7]=1[O:8][CH3:9].Cl. Product: [Br:1][C:2]1[CH:3]=[C:4]([CH:5]=[CH:6][C:7]=1[O:8][CH3:9])[NH2:10]. The catalyst class is: 14. (7) Reactant: [S:1]1[CH:5]=[CH:4][CH:3]=[C:2]1[CH:6]([C:17]1[S:18][CH:19]=[CH:20][CH:21]=1)[C:7]1[S:11][C:10]([C:12]([O:14]CC)=[O:13])=[CH:9][CH:8]=1.[OH-].[Na+]. Product: [S:18]1[CH:19]=[CH:20][CH:21]=[C:17]1[CH:6]([C:2]1[S:1][CH:5]=[CH:4][CH:3]=1)[C:7]1[S:11][C:10]([C:12]([OH:14])=[O:13])=[CH:9][CH:8]=1. The catalyst class is: 5. (8) Reactant: [CH3:1][Mg]Br.[CH3:4][Si:5]([CH3:14])([CH3:13])[C:6]#[C:7][CH2:8][CH2:9][C:10](=[O:12])[CH3:11]. Product: [CH3:11][C:10]([OH:12])([CH2:9][CH2:8][C:7]#[C:6][Si:5]([CH3:4])([CH3:13])[CH3:14])[CH3:1]. The catalyst class is: 1. (9) Reactant: [CH3:1][C:2]1[O:3][C:4]([CH3:9])=[CH:5][C:6](=[O:8])[CH:7]=1. Product: [CH3:1][C@H:2]1[CH2:7][C:6](=[O:8])[CH2:5][C@@H:4]([CH3:9])[O:3]1. The catalyst class is: 29.